Predict the product of the given reaction. From a dataset of Forward reaction prediction with 1.9M reactions from USPTO patents (1976-2016). (1) Given the reactants C([O:3][C:4]([CH:6]1[CH2:11][CH2:10][N:9]([CH2:12][C:13]2[C:17]3[CH:18]=[CH:19][C:20]([O:22][C:23]4[S:24][C:25]5[C:26]([N:31]=4)=[N:27][CH:28]=[CH:29][CH:30]=5)=[CH:21][C:16]=3[O:15][CH:14]=2)[CH2:8][CH2:7]1)=[O:5])C.[OH-].[K+].Cl, predict the reaction product. The product is: [S:24]1[C:25]2[C:26](=[N:27][CH:28]=[CH:29][CH:30]=2)[N:31]=[C:23]1[O:22][C:20]1[CH:19]=[CH:18][C:17]2[C:13]([CH2:12][N:9]3[CH2:10][CH2:11][CH:6]([C:4]([OH:5])=[O:3])[CH2:7][CH2:8]3)=[CH:14][O:15][C:16]=2[CH:21]=1. (2) Given the reactants [NH2:1][CH:2]1[CH2:7][CH2:6][N:5]([C:8]([O:10][C:11]([CH3:14])([CH3:13])[CH3:12])=[O:9])[CH2:4][CH2:3]1.C(N(CC)CC)C.[F:22][C:23]1[CH:28]=[C:27]([F:29])[CH:26]=[CH:25][C:24]=1[S:30](Cl)(=[O:32])=[O:31], predict the reaction product. The product is: [F:22][C:23]1[CH:28]=[C:27]([F:29])[CH:26]=[CH:25][C:24]=1[S:30]([NH:1][CH:2]1[CH2:3][CH2:4][N:5]([C:8]([O:10][C:11]([CH3:14])([CH3:13])[CH3:12])=[O:9])[CH2:6][CH2:7]1)(=[O:32])=[O:31].